From a dataset of Full USPTO retrosynthesis dataset with 1.9M reactions from patents (1976-2016). Predict the reactants needed to synthesize the given product. (1) Given the product [Cl:20][CH2:18][CH2:19][N:1]1[C:11]2=[C:12]3[C:7](=[CH:8][CH:9]=[CH:10]2)[CH2:6][CH2:5][CH2:4][N:3]3[S:2]1(=[O:13])=[O:14], predict the reactants needed to synthesize it. The reactants are: [NH:1]1[C:11]2=[C:12]3[C:7](=[CH:8][CH:9]=[CH:10]2)[CH2:6][CH2:5][CH2:4][N:3]3[S:2]1(=[O:14])=[O:13].[H-].[Na+].Br[CH:18]([Cl:20])[CH3:19]. (2) Given the product [Cl:36][C:37]1[CH:42]=[CH:41][C:40]([CH:43]2[CH2:44][CH2:45][N:46]([CH2:2][C:3]3[CH:12]=[N:11][C:10]4[N:9]5[CH2:13][CH2:14][S:15][CH2:16][CH:8]5[C:7](=[O:17])[NH:6][C:5]=4[CH:4]=3)[CH2:47][CH2:48]2)=[CH:39][CH:38]=1, predict the reactants needed to synthesize it. The reactants are: O[CH2:2][C:3]1[CH:12]=[N:11][C:10]2[N:9]3[CH2:13][CH2:14][S:15][CH2:16][CH:8]3[C:7](=[O:17])[NH:6][C:5]=2[CH:4]=1.[I-].C(C[P+](C)(C)C)#N.C(N(C(C)C)C(C)C)C.Cl.[Cl:36][C:37]1[CH:42]=[CH:41][C:40]([CH:43]2[CH2:48][CH2:47][NH:46][CH2:45][CH2:44]2)=[CH:39][CH:38]=1.